Dataset: Forward reaction prediction with 1.9M reactions from USPTO patents (1976-2016). Task: Predict the product of the given reaction. (1) Given the reactants [CH3:1][O:2][C:3]1[CH:22]=[C:21]([O:23][CH3:24])[CH:20]=[CH:19][C:4]=1[CH2:5][NH:6][C:7]1[S:8][C:9]([C:12](=O)[CH:13]=[CH:14][N:15](C)C)=[CH:10][N:11]=1.Cl.[Cl:26][C:27]1[CH:32]=[CH:31][CH:30]=[C:29]([Cl:33])[C:28]=1[NH:34]N.O.C([O-])(O)=O.[Na+], predict the reaction product. The product is: [Cl:26][C:27]1[CH:32]=[CH:31][CH:30]=[C:29]([Cl:33])[C:28]=1[N:34]1[C:12]([C:9]2[S:8][C:7]([NH:6][CH2:5][C:4]3[CH:19]=[CH:20][C:21]([O:23][CH3:24])=[CH:22][C:3]=3[O:2][CH3:1])=[N:11][CH:10]=2)=[CH:13][CH:14]=[N:15]1. (2) The product is: [C:10]([O:32][CH:21]([C:15]1[CH:16]=[CH:17][CH:18]=[CH:19][CH:20]=1)[CH2:22][CH:23]([C:25]1[CH:26]=[CH:27][CH:28]=[CH:29][CH:30]=1)[O:24][C:1](=[O:8])[CH2:2][CH3:7])(=[O:13])[CH2:11][CH3:12]. Given the reactants [C:1](Cl)(=[O:8])[C:2]1[CH:7]=CC=CC=1.[C:10](Cl)(=[O:13])[CH2:11][CH3:12].[C:15]1([CH:21]([OH:32])[CH:22](C)[CH:23]([C:25]2[CH:30]=[CH:29][CH:28]=[CH:27][CH:26]=2)[OH:24])[CH:20]=[CH:19][CH:18]=[CH:17][CH:16]=1.C1(C(O)CC(C2C=CC=CC=2)O)C=CC=CC=1, predict the reaction product. (3) Given the reactants CCN(CC)CC.[Br:8][C:9]1[CH:10]=[N:11][CH:12]=[CH:13][C:14]=1[C:15]([OH:17])=O.CCN=C=NCCCN(C)C.C1C=CC2N(O)N=NC=2C=1.[CH3:39][NH:40][O:41][CH3:42], predict the reaction product. The product is: [Br:8][C:9]1[CH:10]=[N:11][CH:12]=[CH:13][C:14]=1[C:15]([N:40]([CH3:39])[O:41][CH3:42])=[O:17].